Dataset: Forward reaction prediction with 1.9M reactions from USPTO patents (1976-2016). Task: Predict the product of the given reaction. (1) The product is: [CH2:33]([O:32][CH2:31][C@H:13]([NH:12][C:9](=[O:11])[CH2:8][C:6]1[NH:5][N:4]=[C:3]([CH3:2])[CH:7]=1)[C:14]([NH:16][C:17]1[CH:22]=[CH:21][C:20]([O:23][C:24]2[CH:29]=[CH:28][C:27]([F:30])=[CH:26][CH:25]=2)=[CH:19][CH:18]=1)=[O:15])[C:34]1[CH:39]=[CH:38][CH:37]=[CH:36][CH:35]=1. Given the reactants Cl.[CH3:2][C:3]1[CH:7]=[C:6]([CH2:8][C:9]([OH:11])=O)[NH:5][N:4]=1.[NH2:12][C@@H:13]([CH2:31][O:32][CH2:33][C:34]1[CH:39]=[CH:38][CH:37]=[CH:36][CH:35]=1)[C:14]([NH:16][C:17]1[CH:22]=[CH:21][C:20]([O:23][C:24]2[CH:29]=[CH:28][C:27]([F:30])=[CH:26][CH:25]=2)=[CH:19][CH:18]=1)=[O:15], predict the reaction product. (2) Given the reactants Cl[CH2:2][C:3]1[N:4]=[C:5]([CH:8]2[CH2:13][CH2:12][CH:11]([O:14][C:15]3[N:20]=[CH:19][C:18]([CH2:21][CH3:22])=[CH:17][N:16]=3)[CH2:10][CH2:9]2)[S:6][CH:7]=1.Cl.[CH3:24][S:25]([C:28]1[CH:34]=[CH:33][C:31]([NH2:32])=[CH:30][CH:29]=1)(=[O:27])=[O:26].CCN(C(C)C)C(C)C.[I-].[Na+], predict the reaction product. The product is: [CH2:21]([C:18]1[CH:17]=[N:16][C:15]([O:14][CH:11]2[CH2:12][CH2:13][CH:8]([C:5]3[S:6][CH:7]=[C:3]([CH2:2][NH:32][C:31]4[CH:30]=[CH:29][C:28]([S:25]([CH3:24])(=[O:27])=[O:26])=[CH:34][CH:33]=4)[N:4]=3)[CH2:9][CH2:10]2)=[N:20][CH:19]=1)[CH3:22]. (3) Given the reactants [Cl:1][C:2]1[CH:7]=[CH:6][C:5]([N+:8]([O-])=O)=[CH:4][C:3]=1[O:11][CH3:12].C1COCC1, predict the reaction product. The product is: [Cl:1][C:2]1[CH:7]=[CH:6][C:5]([NH2:8])=[CH:4][C:3]=1[O:11][CH3:12]. (4) Given the reactants [NH2:1][C:2]1[CH:7]=[C:6]([OH:8])[CH:5]=[CH:4][C:3]=1[N:9]1[CH2:13][CH2:12][CH:11]([CH2:14][C:15]([O:17][CH2:18][CH3:19])=[O:16])[C:10]1=O, predict the reaction product. The product is: [OH:8][C:6]1[CH:5]=[CH:4][C:3]2[N:9]3[CH2:13][CH2:12][CH:11]([CH2:14][C:15]([O:17][CH2:18][CH3:19])=[O:16])[C:10]3=[N:1][C:2]=2[CH:7]=1. (5) Given the reactants [C:1]([O:5][C:6]([N:8]1[CH2:13][CH2:12][CH:11]([N:14]2[CH2:19][CH2:18][CH2:17][CH2:16][CH2:15]2)[CH2:10][CH2:9]1)=[O:7])([CH3:4])([CH3:3])[CH3:2].[CH3:20]N(CCN(C)C)C.C([Li])(CC)C.COS(OC)(=O)=O, predict the reaction product. The product is: [C:1]([O:5][C:6]([N:8]1[CH2:9][CH2:10][CH:11]([N:14]2[CH2:19][CH2:18][CH2:17][CH2:16][CH2:15]2)[CH2:12][CH:13]1[CH3:20])=[O:7])([CH3:4])([CH3:2])[CH3:3]. (6) Given the reactants Cl.[NH2:2][CH2:3][C:4]([O:6][CH2:7][CH3:8])=[O:5].C(N(CC)CC)C.[C:16]1([C:22](=O)[CH:23]([C:28]2[CH:33]=[CH:32][CH:31]=[CH:30][CH:29]=2)[CH2:24][C:25](=O)[CH3:26])[CH:21]=[CH:20][CH:19]=[CH:18][CH:17]=1, predict the reaction product. The product is: [CH3:26][C:25]1[N:2]([CH2:3][C:4]([O:6][CH2:7][CH3:8])=[O:5])[C:22]([C:16]2[CH:17]=[CH:18][CH:19]=[CH:20][CH:21]=2)=[C:23]([C:28]2[CH:33]=[CH:32][CH:31]=[CH:30][CH:29]=2)[CH:24]=1.